Dataset: M1 muscarinic receptor agonist screen with 61,833 compounds. Task: Binary Classification. Given a drug SMILES string, predict its activity (active/inactive) in a high-throughput screening assay against a specified biological target. (1) The compound is S(=O)(=O)(Nc1ccc(C(=O)NCCC=2CCCCC2)cc1)C. The result is 0 (inactive). (2) The molecule is ClC(COc1cc2oc(=O)cc(c2cc1)CC)=C. The result is 0 (inactive). (3) The compound is S(=O)(=O)(NCCc1cc2c([nH]c1=O)cc(cc2)C)CCC. The result is 0 (inactive). (4) The molecule is P=1(N=C(c2c(N1)nn(c2N)c1ccccc1)c1ccccc1)(NC)NC. The result is 0 (inactive). (5) The molecule is Brc1cc2c(Oc3ncnc(N4CCOCC4)c3N=C2)cc1. The result is 0 (inactive). (6) The compound is S(c1ncnc2c1cccc2)CC(=O)Nc1cc2OCOc2cc1. The result is 0 (inactive). (7) The compound is Brc1ccc(NC(=O)c2c(NC(=O)c3occc3)ccc(Cl)c2)nc1. The result is 0 (inactive). (8) The drug is S(=O)(=O)(N1CCN(CC1)c1c(OC)cccc1)c1c(=O)n(c(=O)n(c1)C)C. The result is 0 (inactive). (9) The molecule is S(Cc1onc(n1)c1ccncc1)c1ccccc1. The result is 0 (inactive). (10) The molecule is Clc1c(Cn2c(ccc2)C(=O)N)cccc1. The result is 0 (inactive).